This data is from Reaction yield outcomes from USPTO patents with 853,638 reactions. The task is: Predict the reaction yield, written as a fraction of the theoretical maximum amount of product (1.0 means a 100% yield; for example, 0.34 means a 34% yield). (1) The reactants are [C:1]([O:5][C:6]([NH:8][C@@H:9]([CH3:22])[C:10]([NH:12][N:13]1[CH:17]=[CH:16][CH:15]=[C:14]1[C:18]([O:20]C)=O)=[O:11])=[O:7])([CH3:4])([CH3:3])[CH3:2].[CH3:23][N:24]1[CH:28]=[CH:27][C:26]([NH2:29])=[N:25]1. No catalyst specified. The product is [CH3:23][N:24]1[CH:28]=[CH:27][C:26]([NH:29][C:18]([C:14]2[N:13]([NH:12][C:10](=[O:11])[CH:9]([NH:8][C:6](=[O:7])[O:5][C:1]([CH3:2])([CH3:3])[CH3:4])[CH3:22])[CH:17]=[CH:16][CH:15]=2)=[O:20])=[N:25]1. The yield is 0.360. (2) The reactants are Cl.C1([C@@H]([NH:10][C@@H:11]([CH3:24])[CH2:12][C:13]2[CH:14]=[C:15]([CH2:19][C:20]([O:22][CH3:23])=[O:21])[CH:16]=[CH:17][CH:18]=2)C)C=CC=CC=1.C([O-])=O.[NH4+]. The yield is 0.580. The product is [NH2:10][C@@H:11]([CH3:24])[CH2:12][C:13]1[CH:14]=[C:15]([CH2:19][C:20]([O:22][CH3:23])=[O:21])[CH:16]=[CH:17][CH:18]=1. The catalyst is CCO.[OH-].[Pd+2].[OH-]. (3) The reactants are [CH:1]1([N:4]([S:31]([C:34]2[CH:39]=[CH:38][CH:37]=[CH:36][N:35]=2)(=[O:33])=[O:32])[C:5]2[CH:6]=[C:7]([O:26][CH2:27][CH2:28][O:29][CH3:30])[CH:8]=[C:9]3[C:13]=2[N:12](C(OC(C)(C)C)=O)[CH:11]([C:21]([O:23][CH2:24][CH3:25])=[O:22])[CH2:10]3)[CH2:3][CH2:2]1. The product is [CH:1]1([N:4]([S:31]([C:34]2[CH:39]=[CH:38][CH:37]=[CH:36][N:35]=2)(=[O:33])=[O:32])[C:5]2[CH:6]=[C:7]([O:26][CH2:27][CH2:28][O:29][CH3:30])[CH:8]=[C:9]3[C:13]=2[NH:12][CH:11]([C:21]([O:23][CH2:24][CH3:25])=[O:22])[CH2:10]3)[CH2:2][CH2:3]1. The catalyst is C(OCC)(=O)C.Cl. The yield is 0.960. (4) The catalyst is C1COCC1.[Pd]. The reactants are C([O:8][C:9]1[CH:10]=[C:11]2[C:17]([C:18]([NH:20][CH3:21])=[O:19])=[C:16]([C:22]3[CH:27]=[CH:26][C:25]([F:28])=[CH:24][CH:23]=3)[O:15][C:12]2=[CH:13][N:14]=1)C1C=CC=CC=1. The yield is 0.910. The product is [F:28][C:25]1[CH:24]=[CH:23][C:22]([C:16]2[O:15][C:12]3=[CH:13][N:14]=[C:9]([OH:8])[CH:10]=[C:11]3[C:17]=2[C:18]([NH:20][CH3:21])=[O:19])=[CH:27][CH:26]=1. (5) The reactants are [N:1]([CH2:4][C:5]1[CH:14]=[N:13][C:12]2[C:11]([N:15]3[CH2:20][CH2:19][O:18][CH2:17][CH2:16]3)=[N:10][C:9]([C:21]3[CH:26]=[CH:25][CH:24]=[C:23]([O:27][CH2:28][O:29][CH3:30])[CH:22]=3)=[N:8][C:7]=2[CH:6]=1)=[N+:2]=[N-:3].C(N(CC)CC)C.[CH2:38]([OH:41])[C:39]#[CH:40]. The catalyst is C(#N)C.C(OCC)(=O)C.[Cu](I)I. The product is [CH3:30][O:29][CH2:28][O:27][C:23]1[CH:22]=[C:21]([C:9]2[N:10]=[C:11]([N:15]3[CH2:20][CH2:19][O:18][CH2:17][CH2:16]3)[C:12]3[N:13]=[CH:14][C:5]([CH2:4][N:1]4[CH:40]=[C:39]([CH2:38][OH:41])[N:3]=[N:2]4)=[CH:6][C:7]=3[N:8]=2)[CH:26]=[CH:25][CH:24]=1. The yield is 0.510. (6) The reactants are [C:1]([C:4]1[S:5][C:6](Br)=[CH:7][CH:8]=1)(=O)C.[Br:10][C:11]1[S:15][C:14]([C:16]([CH2:18][C:19]#[N:20])=[O:17])=[CH:13][CH:12]=1.[CH2:21]([N:28]1CCC(=O)CC1)[C:22]1[CH:27]=[CH:26][CH:25]=[CH:24][CH:23]=1.N1CCOCC1.[S]. No catalyst specified. The product is [NH2:20][C:19]1[S:5][C:4]2[CH2:1][N:28]([CH2:21][C:22]3[CH:27]=[CH:26][CH:25]=[CH:24][CH:23]=3)[CH2:6][CH2:7][C:8]=2[C:18]=1[C:16]([C:14]1[S:15][C:11]([Br:10])=[CH:12][CH:13]=1)=[O:17]. The yield is 0.720. (7) The reactants are C(OC([N:8]([CH2:16][C:17]1[C:22]([F:23])=[CH:21][N:20]=[C:19]([C:24]2[CH:25]=[N:26][C:27]([C:30]([F:33])([F:32])[F:31])=[N:28][CH:29]=2)[CH:18]=1)C(=O)OC(C)(C)C)=O)(C)(C)C.Cl. The catalyst is ClCCl. The product is [F:23][C:22]1[C:17]([CH2:16][NH2:8])=[CH:18][C:19]([C:24]2[CH:29]=[N:28][C:27]([C:30]([F:32])([F:33])[F:31])=[N:26][CH:25]=2)=[N:20][CH:21]=1. The yield is 0.580.